This data is from Reaction yield outcomes from USPTO patents with 853,638 reactions. The task is: Predict the reaction yield, written as a fraction of the theoretical maximum amount of product (1.0 means a 100% yield; for example, 0.34 means a 34% yield). The reactants are [N:1]([CH2:4][C:5]([NH:7][C:8]1[C:17]2[C:12](=[CH:13][CH:14]=[CH:15][CH:16]=2)[N:11]=[C:10]([N:18]2[CH2:24][CH2:23][CH2:22][C:21]3[CH:25]=[CH:26][CH:27]=[CH:28][C:20]=3[CH2:19]2)[CH:9]=1)=[O:6])=[N+]=[N-]. The catalyst is CO.[Pd]. The product is [CH2:19]1[C:20]2[CH:28]=[CH:27][CH:26]=[CH:25][C:21]=2[CH2:22][CH2:23][CH2:24][N:18]1[C:10]1[CH:9]=[C:8]([NH:7][C:5](=[O:6])[CH2:4][NH2:1])[C:17]2[C:12](=[CH:13][CH:14]=[CH:15][CH:16]=2)[N:11]=1. The yield is 0.605.